From a dataset of Full USPTO retrosynthesis dataset with 1.9M reactions from patents (1976-2016). Predict the reactants needed to synthesize the given product. (1) Given the product [NH2:14][CH:6]([C:5]1[CH:8]=[CH:9][C:2]([F:1])=[CH:3][C:4]=1[C:10]([F:13])([F:12])[F:11])[C:19]#[N:20], predict the reactants needed to synthesize it. The reactants are: [F:1][C:2]1[CH:9]=[CH:8][C:5]([CH:6]=O)=[C:4]([C:10]([F:13])([F:12])[F:11])[CH:3]=1.[NH3:14].C[Si]([C:19]#[N:20])(C)C. (2) Given the product [CH:33]12[CH2:35][CH:29]([N:34]1[C:19]([C:16]1[N:8]3[CH:9]=[C:10]([C:12]([F:14])([F:13])[F:15])[CH:11]=[C:6]([N:1]4[CH:5]=[N:4][CH:3]=[N:2]4)[C:7]3=[N:18][CH:17]=1)=[O:21])[CH2:30][O:31][CH2:32]2, predict the reactants needed to synthesize it. The reactants are: [N:1]1([C:6]2[C:7]3[N:8]([C:16]([C:19]([OH:21])=O)=[CH:17][N:18]=3)[CH:9]=[C:10]([C:12]([F:15])([F:14])[F:13])[CH:11]=2)[CH:5]=[N:4][CH:3]=[N:2]1.FC(F)(F)C(O)=O.[CH:29]12[CH2:35][CH:33]([NH:34]1)[CH2:32][O:31][CH2:30]2.CN(C(ON1N=NC2C=CC=NC1=2)=[N+](C)C)C.F[P-](F)(F)(F)(F)F.C(=O)(O)[O-].[Na+]. (3) The reactants are: Cl[C:2]1[CH:7]=[CH:6][N:5]=[C:4]2[NH:8][CH:9]=[CH:10][C:3]=12.O.[CH3:12][N:13](C)C=O. Given the product [NH:8]1[C:4]2[N:5]=[CH:6][CH:7]=[C:2]([C:12]#[N:13])[C:3]=2[CH:10]=[CH:9]1, predict the reactants needed to synthesize it. (4) The reactants are: C(=O)([O-])[O-].[K+].[K+].CO.[C:9]([NH:17][C:18]1[CH:27]=[C:26]([C:28]#[C:29][Si](C)(C)C)[CH:25]=[CH:24][C:19]=1[C:20]([O:22][CH3:23])=[O:21])(=[O:16])[C:10]1[CH:15]=[CH:14][CH:13]=[CH:12][CH:11]=1. Given the product [C:9]([NH:17][C:18]1[CH:27]=[C:26]([C:28]#[CH:29])[CH:25]=[CH:24][C:19]=1[C:20]([O:22][CH3:23])=[O:21])(=[O:16])[C:10]1[CH:11]=[CH:12][CH:13]=[CH:14][CH:15]=1, predict the reactants needed to synthesize it. (5) Given the product [CH:1]1([N:4]([CH2:30][C:31]2[CH:36]=[C:35]([CH2:37][CH2:38][CH2:39][O:40][CH3:41])[CH:34]=[C:33]([O:42][CH2:43][CH2:44][O:45][CH3:46])[CH:32]=2)[C:5]([C@@H:7]2[C@:12]([C:15]3[CH:20]=[CH:19][C:18]([F:21])=[C:17]([F:22])[CH:16]=3)([O:13][CH3:14])[CH2:11][CH2:10][NH:9][CH2:8]2)=[O:6])[CH2:2][CH2:3]1, predict the reactants needed to synthesize it. The reactants are: [CH:1]1([N:4]([CH2:30][C:31]2[CH:36]=[C:35]([CH2:37][CH2:38][CH2:39][O:40][CH3:41])[CH:34]=[C:33]([O:42][CH2:43][CH2:44][O:45][CH3:46])[CH:32]=2)[C:5]([C@@H:7]2[C@:12]([C:15]3[CH:20]=[CH:19][C:18]([F:21])=[C:17]([F:22])[CH:16]=3)([O:13][CH3:14])[CH2:11][CH2:10][N:9](C(OC(C)(C)C)=O)[CH2:8]2)=[O:6])[CH2:3][CH2:2]1.Cl. (6) Given the product [OH:19][CH2:18][C@H:17]([NH:16][C:8]([C:5]1[CH:4]=[C:3]([O:11][CH2:12][CH:13]2[CH2:15][CH2:14]2)[C:2]([Cl:1])=[CH:7][N:6]=1)=[O:10])[C:20]([CH3:23])([CH3:22])[CH3:21], predict the reactants needed to synthesize it. The reactants are: [Cl:1][C:2]1[C:3]([O:11][CH2:12][CH:13]2[CH2:15][CH2:14]2)=[CH:4][C:5]([C:8]([OH:10])=O)=[N:6][CH:7]=1.[NH2:16][C@H:17]([C:20]([CH3:23])([CH3:22])[CH3:21])[CH2:18][OH:19].